Dataset: Full USPTO retrosynthesis dataset with 1.9M reactions from patents (1976-2016). Task: Predict the reactants needed to synthesize the given product. (1) Given the product [Cl:20][C:21]1[CH:26]=[C:25]([F:27])[C:24]([CH3:28])=[CH:23][C:22]=1[N:29]1[CH2:34][CH2:33][N:32]([CH2:2][CH2:3][CH2:4][CH2:5][O:6][C:7]2[CH:8]=[CH:9][C:10]3[CH2:16][CH2:15][NH:14][C:13](=[O:17])[NH:12][C:11]=3[CH:18]=2)[CH2:31][CH2:30]1, predict the reactants needed to synthesize it. The reactants are: Cl[CH2:2][CH2:3][CH2:4][CH2:5][O:6][C:7]1[CH:8]=[CH:9][C:10]2[CH2:16][CH2:15][NH:14][C:13](=[O:17])[NH:12][C:11]=2[CH:18]=1.Cl.[Cl:20][C:21]1[CH:26]=[C:25]([F:27])[C:24]([CH3:28])=[CH:23][C:22]=1[N:29]1[CH2:34][CH2:33][NH:32][CH2:31][CH2:30]1.C(=O)([O-])[O-].[K+].[K+]. (2) Given the product [Cl:1][C:2]1[CH:14]=[C:13]([Cl:15])[C:12]([S:16][C:17]2[N:21]([CH3:22])[N:20]=[C:19]([CH3:23])[C:18]=2[C:24]#[N:25])=[CH:11][C:3]=1[O:4][C@@H:5]([CH3:10])[C:6]([OH:8])=[O:7], predict the reactants needed to synthesize it. The reactants are: [Cl:1][C:2]1[CH:14]=[C:13]([Cl:15])[C:12]([S:16][C:17]2[N:21]([CH3:22])[N:20]=[C:19]([CH3:23])[C:18]=2/[CH:24]=[N:25]/O)=[CH:11][C:3]=1[O:4][C@@H:5]([CH3:10])[C:6]([O:8]C)=[O:7].C(N(CC)CC)C.ClC(Cl)(Cl)C(Cl)=O.O1CCCC1. (3) Given the product [C:1]([O:4][CH2:5][C:6]1[N:7]([CH2:23][C:24]2[CH:31]=[CH:30][C:27]([CH3:28])=[CH:26][CH:25]=2)[C:8]2[C:13]([CH:14]=1)=[CH:12][C:11]([O:15][CH2:16][C:17]1[CH:22]=[CH:21][CH:20]=[CH:19][CH:18]=1)=[CH:10][CH:9]=2)(=[O:3])[CH3:2], predict the reactants needed to synthesize it. The reactants are: [C:1]([O:4][CH2:5][C:6]1[NH:7][C:8]2[C:13]([CH:14]=1)=[CH:12][C:11]([O:15][CH2:16][C:17]1[CH:22]=[CH:21][CH:20]=[CH:19][CH:18]=1)=[CH:10][CH:9]=2)(=[O:3])[CH3:2].[CH3:23][C:24]1[CH:31]=[CH:30][C:27]([CH2:28]Br)=[CH:26][CH:25]=1. (4) Given the product [CH2:1]([O:3][C:4]([C:6]1([CH2:9][N:10]([C:25]2[C:26]([N+:30]([O-:32])=[O:31])=[CH:27][N:28]=[C:23]([Cl:22])[N:24]=2)[CH:11]2[CH2:12][CH2:13][CH2:14][CH2:15]2)[CH2:7][CH2:8]1)=[O:5])[CH3:2], predict the reactants needed to synthesize it. The reactants are: [CH2:1]([O:3][C:4]([C:6]1([CH2:9][NH:10][CH:11]2[CH2:15][CH2:14][CH2:13][CH2:12]2)[CH2:8][CH2:7]1)=[O:5])[CH3:2].C(=O)([O-])[O-].[K+].[K+].[Cl:22][C:23]1[N:28]=[C:27](Cl)[C:26]([N+:30]([O-:32])=[O:31])=[CH:25][N:24]=1. (5) Given the product [Cl:11][C:12]1[C:13]([N+:19]([O-:21])=[O:20])=[C:14]([CH:15]=[CH:16][CH:17]=1)[NH:8][C:7]1[CH:9]=[CH:10][C:4]([Cl:3])=[CH:5][CH:6]=1, predict the reactants needed to synthesize it. The reactants are: [H-].[Na+].[Cl:3][C:4]1[CH:10]=[CH:9][C:7]([NH2:8])=[CH:6][CH:5]=1.[Cl:11][C:12]1[CH:17]=[CH:16][CH:15]=[C:14](Cl)[C:13]=1[N+:19]([O-:21])=[O:20].Cl. (6) Given the product [CH2:1]([O:8][C:9]1[CH:10]=[C:11]2[C:12](=[CH:13][C:14]=1[O:15][CH3:16])[CH:20](/[CH:21]=[CH:22]/[C:23]1[CH:28]=[C:27]([O:29][CH3:30])[C:26]([O:31][CH3:32])=[C:25]([O:33][CH3:34])[CH:24]=1)[NH:19][CH2:18][CH2:17]2)[C:2]1[CH:7]=[CH:6][CH:5]=[CH:4][CH:3]=1, predict the reactants needed to synthesize it. The reactants are: [CH2:1]([O:8][C:9]1[CH:10]=[C:11]([CH2:17][CH2:18][NH:19][C:20](=O)/[CH:21]=[CH:22]/[C:23]2[CH:28]=[C:27]([O:29][CH3:30])[C:26]([O:31][CH3:32])=[C:25]([O:33][CH3:34])[CH:24]=2)[CH:12]=[CH:13][C:14]=1[O:15][CH3:16])[C:2]1[CH:7]=[CH:6][CH:5]=[CH:4][CH:3]=1.O=P(Cl)(Cl)Cl.[BH4-].[Na+]. (7) Given the product [NH2:14][C:6]1[CH:7]=[C:8]([CH:12]=[CH:13][C:5]=1[S:2]([CH3:1])(=[O:4])=[O:3])[C:9]([OH:11])=[O:10], predict the reactants needed to synthesize it. The reactants are: [CH3:1][S:2]([C:5]1[CH:13]=[CH:12][C:8]([C:9]([OH:11])=[O:10])=[CH:7][C:6]=1[N+:14]([O-])=O)(=[O:4])=[O:3].O.NN.